This data is from Full USPTO retrosynthesis dataset with 1.9M reactions from patents (1976-2016). The task is: Predict the reactants needed to synthesize the given product. (1) The reactants are: [F:1][C:2]([F:20])([F:19])[S:3]([O:6][C:7]1[CH:16]=[CH:15][C:14]2[C:9](=[CH:10][C:11]([O:17]C)=[CH:12][CH:13]=2)[CH:8]=1)(=[O:5])=[O:4].B(Br)(Br)Br. Given the product [F:19][C:2]([F:1])([F:20])[S:3]([O:6][C:7]1[CH:16]=[CH:15][C:14]2[C:9](=[CH:10][C:11]([OH:17])=[CH:12][CH:13]=2)[CH:8]=1)(=[O:4])=[O:5], predict the reactants needed to synthesize it. (2) Given the product [Cl:1][C:2]1[CH:3]=[CH:4][C:5]([C:8]2[CH:9]=[C:10]3[C:24]([NH:25][CH3:26])=[C:23]([C:33](=[O:38])[C:34]([CH3:36])([CH3:35])[CH3:37])[O:22][C:11]3=[N:12][C:13]=2[C:14]2[CH:19]=[CH:18][C:17]([Cl:20])=[CH:16][C:15]=2[Cl:21])=[CH:6][CH:7]=1, predict the reactants needed to synthesize it. The reactants are: [Cl:1][C:2]1[CH:7]=[CH:6][C:5]([C:8]2[CH:9]=[C:10]3[C:24]([N:25](C)[C:26](=O)C(F)(F)F)=[C:23]([C:33](=[O:38])[C:34]([CH3:37])([CH3:36])[CH3:35])[O:22][C:11]3=[N:12][C:13]=2[C:14]2[CH:19]=[CH:18][C:17]([Cl:20])=[CH:16][C:15]=2[Cl:21])=[CH:4][CH:3]=1.C(=O)([O-])[O-].[K+].[K+]. (3) Given the product [CH2:9]([C:3]([C:11]1[CH:16]=[CH:15][CH:14]=[C:13]([N+:17]([O-:19])=[O:18])[CH:12]=1)([CH:1]=[CH2:2])[CH2:4][C:5]([OH:7])=[O:6])[CH3:10], predict the reactants needed to synthesize it. The reactants are: [CH2:1]([C:3]([C:11]1[CH:16]=[CH:15][CH:14]=[C:13]([N+:17]([O-:19])=[O:18])[CH:12]=1)([CH:9]=[CH2:10])[CH2:4][C:5]([O:7]C)=[O:6])[CH3:2].[OH-].[Na+]. (4) Given the product [F:1][C:2]([F:30])([F:29])[C:3]1[CH:4]=[C:5]([CH:22]=[C:23]([C:25]([F:28])([F:27])[F:26])[CH:24]=1)[CH2:6][O:7][CH2:8][C:9]1([CH2:19][CH2:20][N:32]([CH3:31])[CH3:35])[C:18]2[C:13](=[CH:14][CH:15]=[CH:16][CH:17]=2)[CH2:12][CH2:11][O:10]1, predict the reactants needed to synthesize it. The reactants are: [F:1][C:2]([F:30])([F:29])[C:3]1[CH:4]=[C:5]([CH:22]=[C:23]([C:25]([F:28])([F:27])[F:26])[CH:24]=1)[CH2:6][O:7][CH2:8][C:9]1([CH2:19][CH2:20]N)[C:18]2[C:13](=[CH:14][CH:15]=[CH:16][CH:17]=2)[CH2:12][CH2:11][O:10]1.[C:31]([BH3-])#[N:32].[Na+].[CH2:35]=O. (5) Given the product [C:4]([C:3]1[CH:7]=[C:8]([CH:9]=[CH:10][C:2]=1[Cl:1])[O:11][CH:17]1[CH2:18][N:19]([C:21]([O:23][C:24]([CH3:27])([CH3:26])[CH3:25])=[O:22])[CH2:20]1)(=[O:5])[NH2:6], predict the reactants needed to synthesize it. The reactants are: [Cl:1][C:2]1[CH:10]=[CH:9][C:8]([OH:11])=[CH:7][C:3]=1[C:4]([NH2:6])=[O:5].CS(O[CH:17]1[CH2:20][N:19]([C:21]([O:23][C:24]([CH3:27])([CH3:26])[CH3:25])=[O:22])[CH2:18]1)(=O)=O.C(=O)([O-])[O-].[Cs+].[Cs+]. (6) Given the product [Br:9][CH2:8][C:7]1[C:2]([F:1])=[N:3][CH:4]=[CH:5][CH:6]=1, predict the reactants needed to synthesize it. The reactants are: [F:1][C:2]1[C:7]([CH3:8])=[CH:6][CH:5]=[CH:4][N:3]=1.[Br:9]N1C(=O)CCC1=O.C(OOC(=O)C1C=CC=CC=1)(=O)C1C=CC=CC=1.CCCCCC.